Dataset: Experimentally validated miRNA-target interactions with 360,000+ pairs, plus equal number of negative samples. Task: Binary Classification. Given a miRNA mature sequence and a target amino acid sequence, predict their likelihood of interaction. (1) The miRNA is mmu-miR-669h-5p with sequence AUGCAUGGGUGUAUAGUUGAGUGC. The protein sequence of the target gene is MPREDAHFIYGYPKKGHGHSYTTAEEAAGIGILTVILGVLLLIGCWYCRRRNGYRALMDKSLHVGTQCALTRRCPQEGFDHRDSKVSLQEKNCEPVVPNAPPAYEKLSAEQSPPPYSP. Result: 0 (no interaction). (2) The miRNA is hsa-miR-423-3p with sequence AGCUCGGUCUGAGGCCCCUCAGU. The protein sequence of the target gene is MADKEAAFDDAVEERVINEEYKIWKKNTPFLYDLVMTHALEWPSLTAQWLPDVTRPEGKDFSIHRLVLGTHTSDEQNHLVIASVQLPNDDAQFDASHYDSEKGEFGGFGSVSGKIEIEIKINHEGEVNRARYMPQNPCIIATKTPSSDVLVFDYTKHPSKPDPSGECNPDLRLRGHQKEGYGLSWNPNLSGHLLSASDDHTICLWDISAVPKEGKVVDAKTIFTGHTAVVEDVSWHLLHESLFGSVADDQKLMIWDTRSNNTSKPSHSVDAHTAEVNCLSFNPYSEFILATGSADKTVAL.... Result: 1 (interaction). (3) The miRNA is rno-miR-27a-3p with sequence UUCACAGUGGCUAAGUUCCGC. The protein sequence of the target gene is MPAPEQASLVEEGQPQTRQEAASTGPGMEPETTATTILASVKEQELQFQRLTRELEVERQIVASQLERCRLGAESPSIASTSSTEKSFPWRSTDVPNTGVSKPRVSDAVQPNNYLIRTEPEQGTLYSPEQTSLHESEGSLGNSRSSTQMNSYSDSGYQEAGSFHNSQNVSKADNRQQHSFIGSTNNHVVRNSRAEGQTLVQPSVANRAMRRVSSVPSRAQSPSYVISTGVSPSRGSLRTSLGSGFGSPSVTDPRPLNPSAYSSTTLPAARAASPYSQRPASPTAIRRIGSVTSRQTSNPN.... Result: 0 (no interaction). (4) The miRNA is mmu-miR-3961 with sequence UGCCCUCAGCUCAGUUGGA. Result: 0 (no interaction). The protein sequence of the target gene is MAVAPSFNMTNPQPAIEGGISEVEIISQQVDEETKSIAPVQLVNFAYRDLPLAAVDLSTAGSQLLSNLDEDYQREGSNWLKPCCGKRAAVWQVFLLSASLNSFLVACVILVVILLTLELLIDIKLLQFSSAFQFAGVIHWISLVILSVFFSETVLRIVVLGIWDYIENKIEVFDGAVIILSLAPMVASTVANGPRSPWDAISLIIMLRIWRVKRVIDAYVLPVKLEMEMVIQQYEKAKVIQDEQLERLTQICQEQGFEIRQLRAHLAQQDLDLAAEREAALQAPHVLSQPRSRFKVLEAG.... (5) The miRNA is hsa-miR-6879-5p with sequence CAGGGCAGGGAAGGUGGGAGAG. The protein sequence of the target gene is MHRLMGVNSTAAAAAGQPNVSCTCNCKRSLFQSMEITELEFVQIIIIVVVMMVMVVVITCLLSHYKLSARSFISRHSQGRRREDALSSEGCLWPSESTVSGNGIPEPQVYAPPRPTDRLAVPPFAQRERFHRFQPTYPYLQHEIDLPPTISLSDGEEPPPYQGPCTLQLRDPEQQLELNRESVRAPPNRTIFDSDLMDSARLGGPCPPSSNSGISATCYGSGGRMEGPPPTYSEVIGHYPGSSFQHQQSSGPPSLLEGTRLHHTHIAPLESAAIWSKEKDKQKGHPL. Result: 1 (interaction). (6) Result: 1 (interaction). The miRNA is hsa-miR-1296-5p with sequence UUAGGGCCCUGGCUCCAUCUCC. The protein sequence of the target gene is MSAAKENPCRKFQANIFNKSKCQNCFKPRESHLLNDEDLTQAKPIYGGWLLLAPDGTDFDNPVHRSRKWQRRFFILYEHGLLRYALDEMPTTLPQGTINMNQCTDVVDGEGRTGQKFSLCILTPEKEHFIRAETKEIVSGWLEMLMVYPRTNKQNQKKKRKVEPPTPQEPGPAKVAVTSSSSSSSSSSSIPSAEKVPTTKSTLWQEEMRTKDQPDGSSLSPAQSPSQSQPPAASSLREPGLESKEEESAMSSDRMDCGRKVRVESGYFSLEKTKQDLKAEEQQLPPPLSPPSPSTPNHRR....